From a dataset of Full USPTO retrosynthesis dataset with 1.9M reactions from patents (1976-2016). Predict the reactants needed to synthesize the given product. The reactants are: [O:1]=[C:2]([C:6]1[CH:11]=[CH:10][CH:9]=[CH:8][CH:7]=1)[CH2:3][C:4]#[N:5].[Br:12][C:13]1[CH:19]=[CH:18][C:16]([NH2:17])=[CH:15][CH:14]=1. Given the product [Br:12][C:13]1[CH:19]=[CH:18][C:16]([NH:17][C:4](=[NH:5])[CH2:3][C:2](=[O:1])[C:6]2[CH:7]=[CH:8][CH:9]=[CH:10][CH:11]=2)=[CH:15][CH:14]=1, predict the reactants needed to synthesize it.